This data is from NCI-60 drug combinations with 297,098 pairs across 59 cell lines. The task is: Regression. Given two drug SMILES strings and cell line genomic features, predict the synergy score measuring deviation from expected non-interaction effect. (1) Drug 1: CS(=O)(=O)C1=CC(=C(C=C1)C(=O)NC2=CC(=C(C=C2)Cl)C3=CC=CC=N3)Cl. Drug 2: CC1=C2C(C(=O)C3(C(CC4C(C3C(C(C2(C)C)(CC1OC(=O)C(C(C5=CC=CC=C5)NC(=O)OC(C)(C)C)O)O)OC(=O)C6=CC=CC=C6)(CO4)OC(=O)C)O)C)O. Cell line: SNB-19. Synergy scores: CSS=52.8, Synergy_ZIP=16.1, Synergy_Bliss=16.0, Synergy_Loewe=1.82, Synergy_HSA=15.7. (2) Drug 1: C1CC(=O)NC(=O)C1N2CC3=C(C2=O)C=CC=C3N. Drug 2: C1=CN(C(=O)N=C1N)C2C(C(C(O2)CO)O)O.Cl. Cell line: NCIH23. Synergy scores: CSS=44.5, Synergy_ZIP=2.13, Synergy_Bliss=4.32, Synergy_Loewe=-23.1, Synergy_HSA=6.16. (3) Drug 2: CC(CN1CC(=O)NC(=O)C1)N2CC(=O)NC(=O)C2. Drug 1: COC1=C(C=C2C(=C1)N=CN=C2NC3=CC(=C(C=C3)F)Cl)OCCCN4CCOCC4. Synergy scores: CSS=37.1, Synergy_ZIP=5.13, Synergy_Bliss=9.59, Synergy_Loewe=12.4, Synergy_HSA=12.9. Cell line: SF-539. (4) Drug 1: CN(CC1=CN=C2C(=N1)C(=NC(=N2)N)N)C3=CC=C(C=C3)C(=O)NC(CCC(=O)O)C(=O)O. Drug 2: C1CCC(C(C1)N)N.C(=O)(C(=O)[O-])[O-].[Pt+4]. Cell line: PC-3. Synergy scores: CSS=55.7, Synergy_ZIP=-4.90, Synergy_Bliss=-8.29, Synergy_Loewe=-12.1, Synergy_HSA=-4.87. (5) Drug 1: C1=CC(=CC=C1CCC2=CNC3=C2C(=O)NC(=N3)N)C(=O)NC(CCC(=O)O)C(=O)O. Drug 2: C#CCC(CC1=CN=C2C(=N1)C(=NC(=N2)N)N)C3=CC=C(C=C3)C(=O)NC(CCC(=O)O)C(=O)O. Cell line: SK-OV-3. Synergy scores: CSS=62.5, Synergy_ZIP=3.58, Synergy_Bliss=4.26, Synergy_Loewe=4.28, Synergy_HSA=4.42. (6) Drug 1: CS(=O)(=O)C1=CC(=C(C=C1)C(=O)NC2=CC(=C(C=C2)Cl)C3=CC=CC=N3)Cl. Drug 2: CN(CC1=CN=C2C(=N1)C(=NC(=N2)N)N)C3=CC=C(C=C3)C(=O)NC(CCC(=O)O)C(=O)O. Cell line: NCIH23. Synergy scores: CSS=27.7, Synergy_ZIP=3.93, Synergy_Bliss=6.52, Synergy_Loewe=-9.09, Synergy_HSA=6.25. (7) Drug 1: C1=CC(=CC=C1CC(C(=O)O)N)N(CCCl)CCCl.Cl. Drug 2: CCCS(=O)(=O)NC1=C(C(=C(C=C1)F)C(=O)C2=CNC3=C2C=C(C=N3)C4=CC=C(C=C4)Cl)F. Cell line: RPMI-8226. Synergy scores: CSS=7.31, Synergy_ZIP=2.97, Synergy_Bliss=9.99, Synergy_Loewe=-6.70, Synergy_HSA=3.29. (8) Drug 1: C1CC(C1)(C(=O)O)C(=O)O.[NH2-].[NH2-].[Pt+2]. Drug 2: CC1CCCC2(C(O2)CC(NC(=O)CC(C(C(=O)C(C1O)C)(C)C)O)C(=CC3=CSC(=N3)C)C)C. Cell line: SK-MEL-2. Synergy scores: CSS=59.8, Synergy_ZIP=-0.588, Synergy_Bliss=0.977, Synergy_Loewe=1.14, Synergy_HSA=2.88. (9) Synergy scores: CSS=44.8, Synergy_ZIP=-10.5, Synergy_Bliss=-13.2, Synergy_Loewe=-9.35, Synergy_HSA=-8.18. Cell line: SR. Drug 2: CC1C(C(CC(O1)OC2CC(CC3=C2C(=C4C(=C3O)C(=O)C5=CC=CC=C5C4=O)O)(C(=O)C)O)N)O. Drug 1: C1=CC(=CC=C1CCCC(=O)O)N(CCCl)CCCl.